This data is from Full USPTO retrosynthesis dataset with 1.9M reactions from patents (1976-2016). The task is: Predict the reactants needed to synthesize the given product. (1) The reactants are: [CH3:1][NH:2][C:3]1[CH:4]=[N:5][CH:6]=[CH:7][C:8]=1[C:9]1[CH:14]=[CH:13][CH:12]=[CH:11][C:10]=1[CH3:15].[Cl:16][C:17]1[CH:22]=[C:21]([CH3:23])[N:20]=[C:19]([C:24](O)=[O:25])[CH:18]=1. Given the product [CH3:1][N:2]([C:3]1[CH:4]=[N:5][CH:6]=[CH:7][C:8]=1[C:9]1[CH:14]=[CH:13][CH:12]=[CH:11][C:10]=1[CH3:15])[C:24]([C:19]1[CH:18]=[C:17]([Cl:16])[CH:22]=[C:21]([CH3:23])[N:20]=1)=[O:25], predict the reactants needed to synthesize it. (2) The reactants are: [B:10]1([B:10]2[O:14][C:13]([CH3:16])([CH3:15])[C:12]([CH3:18])([CH3:17])[O:11]2)[O:14][C:13]([CH3:16])([CH3:15])[C:12]([CH3:18])([CH3:17])[O:11]1.[CH3:19][C:20]([O-])=O.[K+].[O:24]1[CH2:29][CH2:28][O:27][CH2:26]C1. Given the product [CH3:16][C:13]1([CH3:15])[C:12]([CH3:17])([CH3:18])[O:11][B:10]([C:17]2[C:19]3[C:20](=[CH:17][CH:12]=[CH:13][CH:15]=3)[C:15]([C:29]3([OH:24])[CH2:26][O:27][CH2:28]3)=[CH:13][CH:12]=2)[O:14]1, predict the reactants needed to synthesize it. (3) Given the product [C:1]([NH:20][CH2:21][CH:22]1[O:23][CH2:24][CH2:25][CH2:26][C:27]21[NH:38][C:41](=[O:43])[NH:33][C:34]2=[O:37])([C:14]1[CH:19]=[CH:18][CH:17]=[CH:16][CH:15]=1)([C:8]1[CH:13]=[CH:12][CH:11]=[CH:10][CH:9]=1)[C:2]1[CH:7]=[CH:6][CH:5]=[CH:4][CH:3]=1, predict the reactants needed to synthesize it. The reactants are: [C:1]([NH:20][CH2:21][CH:22]1[C:27](=O)[CH2:26][CH2:25][CH2:24][O:23]1)([C:14]1[CH:19]=[CH:18][CH:17]=[CH:16][CH:15]=1)([C:8]1[CH:13]=[CH:12][CH:11]=[CH:10][CH:9]=1)[C:2]1[CH:7]=[CH:6][CH:5]=[CH:4][CH:3]=1.[C-]#N.[Na+].[Cl-].[NH4+:33].[C:34](=[O:37])([O-])[O-].[NH4+:38].[NH4+].N.[CH2:41]([OH:43])C. (4) Given the product [Br:1][C:2]1[N:3]=[C:4]2[C:10]([NH2:11])=[CH:9][N:8]([C:14]([C:15]3[CH:20]=[CH:19][CH:18]=[CH:17][CH:16]=3)([C:27]3[CH:28]=[CH:29][CH:30]=[CH:31][CH:32]=3)[C:21]3[CH:22]=[CH:23][CH:24]=[CH:25][CH:26]=3)[C:5]2=[N:6][CH:7]=1, predict the reactants needed to synthesize it. The reactants are: [Br:1][C:2]1[N:3]=[C:4]2[C:10]([N+:11]([O-])=O)=[CH:9][N:8]([C:14]([C:27]3[CH:32]=[CH:31][CH:30]=[CH:29][CH:28]=3)([C:21]3[CH:26]=[CH:25][CH:24]=[CH:23][CH:22]=3)[C:15]3[CH:20]=[CH:19][CH:18]=[CH:17][CH:16]=3)[C:5]2=[N:6][CH:7]=1.[In].Cl. (5) Given the product [CH3:39][C:38]1[CH:37]=[C:36]([CH3:40])[NH:35][C:34](=[O:41])[C:33]=1[CH2:32][NH:31][C:29]([C:19]1[C:20]2[CH:21]=[N:22][N:23]([CH:26]([CH3:28])[CH3:27])[C:24]=2[CH:25]=[C:17]([S:12]([CH3:11])(=[O:14])=[O:13])[CH:18]=1)=[O:30], predict the reactants needed to synthesize it. The reactants are: N[C@H](C(O)=O)C(C)C.[OH-].[Na+].[CH3:11][S:12]([O-:14])=[O:13].[Na+].Br[C:17]1[CH:18]=[C:19]([C:29]([NH:31][CH2:32][C:33]2[C:34](=[O:41])[NH:35][C:36]([CH3:40])=[CH:37][C:38]=2[CH3:39])=[O:30])[C:20]2[CH:21]=[N:22][N:23]([CH:26]([CH3:28])[CH3:27])[C:24]=2[CH:25]=1. (6) Given the product [CH3:37][N:36]([CH3:41])[C:2]1[N:7]=[CH:6][C:5]([C:8]([C:10]2[C:19](=[O:20])[C:18]3[C:13](=[CH:14][C:15]([O:23][CH3:24])=[C:16]([O:21][CH3:22])[CH:17]=3)[N:12]([CH2:25][C:26]3[CH:31]=[CH:30][C:29]([S:32]([CH3:35])(=[O:34])=[O:33])=[CH:28][CH:27]=3)[CH:11]=2)=[O:9])=[CH:4][CH:3]=1, predict the reactants needed to synthesize it. The reactants are: Cl[C:2]1[N:7]=[CH:6][C:5]([C:8]([C:10]2[C:19](=[O:20])[C:18]3[C:13](=[CH:14][C:15]([O:23][CH3:24])=[C:16]([O:21][CH3:22])[CH:17]=3)[N:12]([CH2:25][C:26]3[CH:31]=[CH:30][C:29]([S:32]([CH3:35])(=[O:34])=[O:33])=[CH:28][CH:27]=3)[CH:11]=2)=[O:9])=[CH:4][CH:3]=1.[N:36]1[CH:41]=CC=C[CH:37]=1.CNC. (7) Given the product [CH2:16]([O:15][C:11]1[CH:10]=[C:9]2[C:14]([C:5]([NH:4][CH2:3][C:2]([NH:1][C:30](=[O:31])[O:32][C:33]([CH3:36])([CH3:35])[CH3:34])([CH3:27])[CH3:26])=[C:6]([N+:23]([O-:25])=[O:24])[CH:7]=[N:8]2)=[CH:13][CH:12]=1)[C:17]1[CH:22]=[CH:21][CH:20]=[CH:19][CH:18]=1, predict the reactants needed to synthesize it. The reactants are: [NH2:1][C:2]([CH3:27])([CH3:26])[CH2:3][NH:4][C:5]1[C:14]2[C:9](=[CH:10][C:11]([O:15][CH2:16][C:17]3[CH:22]=[CH:21][CH:20]=[CH:19][CH:18]=3)=[CH:12][CH:13]=2)[N:8]=[CH:7][C:6]=1[N+:23]([O-:25])=[O:24].[OH-].[Na+].[C:30](O[C:30]([O:32][C:33]([CH3:36])([CH3:35])[CH3:34])=[O:31])([O:32][C:33]([CH3:36])([CH3:35])[CH3:34])=[O:31]. (8) Given the product [Cl:1][C:2]1[N:3]=[C:4]([Cl:12])[C:5]2[C:10]([I:11])=[CH:9][N:8]([CH2:20][O:19][CH2:18][CH2:17][Si:14]([CH3:16])([CH3:15])[CH3:13])[C:6]=2[N:7]=1, predict the reactants needed to synthesize it. The reactants are: [Cl:1][C:2]1[N:3]=[C:4]([Cl:12])[C:5]2[C:10]([I:11])=[CH:9][NH:8][C:6]=2[N:7]=1.[CH3:13][Si:14]([CH2:17][CH2:18][O:19][CH2:20]Cl)([CH3:16])[CH3:15].[H-].[Na+].[NH4+].[Cl-]. (9) Given the product [C:26]([NH:1][C:2]1[CH:7]=[CH:6][C:5]([C@@H:8]([NH:12][C:13]([O:15][C:16]([CH3:19])([CH3:18])[CH3:17])=[O:14])[C:9]([OH:11])=[O:10])=[CH:4][CH:3]=1)(=[O:28])[CH3:27], predict the reactants needed to synthesize it. The reactants are: [NH2:1][C:2]1[CH:7]=[CH:6][C:5]([C@@H:8]([NH:12][C:13]([O:15][C:16]([CH3:19])([CH3:18])[CH3:17])=[O:14])[C:9]([OH:11])=[O:10])=[CH:4][CH:3]=1.N1C=CC=CC=1.[C:26](OC(=O)C)(=[O:28])[CH3:27]. (10) Given the product [CH2:30]([O:37][C:38]1[CH:43]=[CH:42][N:41]=[C:40]([O:20][CH2:19][CH2:18][CH2:17][N:14]2[CH2:13][CH2:12][N:11]([C:9]3[CH:8]=[C:7]([CH:21]4[CH2:24][CH2:23][CH2:22]4)[N:6]=[C:5]([C:1]([CH3:4])([CH3:2])[CH3:3])[N:10]=3)[CH2:16][CH2:15]2)[N:39]=1)[C:31]1[CH:32]=[CH:33][CH:34]=[CH:35][CH:36]=1, predict the reactants needed to synthesize it. The reactants are: [C:1]([C:5]1[N:10]=[C:9]([N:11]2[CH2:16][CH2:15][N:14]([CH2:17][CH2:18][CH2:19][OH:20])[CH2:13][CH2:12]2)[CH:8]=[C:7]([CH:21]2[CH2:24][CH2:23][CH2:22]2)[N:6]=1)([CH3:4])([CH3:3])[CH3:2].C([Li])CCC.[CH2:30]([O:37][C:38]1[CH:43]=[CH:42][N:41]=[C:40](S(C)(=O)=O)[N:39]=1)[C:31]1[CH:36]=[CH:35][CH:34]=[CH:33][CH:32]=1.